This data is from TCR-epitope binding with 47,182 pairs between 192 epitopes and 23,139 TCRs. The task is: Binary Classification. Given a T-cell receptor sequence (or CDR3 region) and an epitope sequence, predict whether binding occurs between them. (1) The epitope is SSTFNVPMEKLK. The TCR CDR3 sequence is CASSLIRDNQRKGNTEAFF. Result: 1 (the TCR binds to the epitope). (2) The epitope is QARQMVQAMRTIGTHP. The TCR CDR3 sequence is CASSLRDSFTEAFF. Result: 1 (the TCR binds to the epitope). (3) The epitope is TLVPQEHYV. The TCR CDR3 sequence is CSVPPPGVGGEEAFF. Result: 0 (the TCR does not bind to the epitope). (4) The epitope is FADDLNQLTGY. The TCR CDR3 sequence is CASSQEGRSGNTIYF. Result: 1 (the TCR binds to the epitope). (5) The epitope is KLNVGDYFV. The TCR CDR3 sequence is CASSQGDGTGLGNYGYTF. Result: 0 (the TCR does not bind to the epitope). (6) The epitope is WICLLQFAY. The TCR CDR3 sequence is CASSVTSGGLETQYF. Result: 0 (the TCR does not bind to the epitope). (7) The epitope is RAKFKQLL. The TCR CDR3 sequence is CSVGQGPYEQYF. Result: 1 (the TCR binds to the epitope). (8) The epitope is LVLSVNPYV. The TCR CDR3 sequence is CASSFPETQYF. Result: 1 (the TCR binds to the epitope). (9) Result: 0 (the TCR does not bind to the epitope). The TCR CDR3 sequence is CASSQSGGPGELFF. The epitope is TTLPVNVAF. (10) The epitope is NLNESLIDL. The TCR CDR3 sequence is CASSTEATGTYEQYF. Result: 0 (the TCR does not bind to the epitope).